Dataset: Full USPTO retrosynthesis dataset with 1.9M reactions from patents (1976-2016). Task: Predict the reactants needed to synthesize the given product. (1) The reactants are: [Br:1][C:2]1[CH:3]=[CH:4][C:5]([Cl:16])=[C:6]([CH:15]=1)[CH2:7][C:8]1[CH:13]=[CH:12][C:11]([OH:14])=[CH:10][CH:9]=1.C([O-])([O-])=O.[Cs+].[Cs+].CC1C=CC(S(O[CH2:34][CH2:35][O:36][CH:37]2[CH2:39][CH2:38]2)(=O)=O)=CC=1. Given the product [Br:1][C:2]1[CH:3]=[CH:4][C:5]([Cl:16])=[C:6]([CH2:7][C:8]2[CH:13]=[CH:12][C:11]([O:14][CH2:34][CH2:35][O:36][CH:37]3[CH2:39][CH2:38]3)=[CH:10][CH:9]=2)[CH:15]=1, predict the reactants needed to synthesize it. (2) The reactants are: [N:1]1([C@@H:7]2[CH2:11][CH2:10][C:9]([C:12]#[N:13])=[CH:8]2)[CH2:6][CH2:5][NH:4][CH2:3][CH2:2]1.C1(P(C2C=CC=CC=2)C2C3OC4C(=CC=CC=4P(C4C=CC=CC=4)C4C=CC=CC=4)C(C)(C)C=3C=CC=2)C=CC=CC=1.C(=O)([O-])[O-].[Cs+].[Cs+].Br[C:63]1[CH:72]=[CH:71][C:66]([C:67]([NH:69][CH3:70])=[O:68])=[C:65]([F:73])[CH:64]=1. Given the product [C:12]([C:9]1[CH2:10][CH2:11][C@@H:7]([N:1]2[CH2:6][CH2:5][N:4]([C:63]3[CH:72]=[CH:71][C:66]([C:67]([NH:69][CH3:70])=[O:68])=[C:65]([F:73])[CH:64]=3)[CH2:3][CH2:2]2)[CH:8]=1)#[N:13], predict the reactants needed to synthesize it. (3) Given the product [Cl:1][C:2]1[C:7]2[N:6]([C:12]([C:13]3[CH:18]=[CH:17][CH:16]=[CH:15][CH:14]=3)=[N:9][N:8]=2)[CH:5]=[CH:4][N:3]=1, predict the reactants needed to synthesize it. The reactants are: [Cl:1][C:2]1[C:7]([NH:8][NH2:9])=[N:6][CH:5]=[CH:4][N:3]=1.CO[C:12](OC)(OC)[C:13]1[CH:18]=[CH:17][CH:16]=[CH:15][CH:14]=1. (4) Given the product [NH2:21][CH2:20][CH2:19][CH2:18][N:7]([CH2:6][C:5]1[CH:29]=[CH:30][C:2]([Br:1])=[CH:3][C:4]=1[F:31])[C:8](=[O:17])[O:9][CH2:10][C:11]1[CH:12]=[CH:13][CH:14]=[CH:15][CH:16]=1, predict the reactants needed to synthesize it. The reactants are: [Br:1][C:2]1[CH:30]=[CH:29][C:5]([CH2:6][N:7]([CH2:18][CH2:19][CH2:20][NH:21]C(OC(C)(C)C)=O)[C:8](=[O:17])[O:9][CH2:10][C:11]2[CH:16]=[CH:15][CH:14]=[CH:13][CH:12]=2)=[C:4]([F:31])[CH:3]=1.FC(F)(F)C(O)=O. (5) Given the product [CH:1]1([C:4]2[N:5]3[CH2:10][CH2:11][NH:12][CH:27]([CH2:26][CH2:25][C:16]4[CH:17]=[CH:18][C:19]([O:20][C:21]([F:22])([F:23])[F:24])=[C:14]([F:13])[CH:15]=4)[C:6]3=[C:7]([I:9])[N:8]=2)[CH2:3][CH2:2]1, predict the reactants needed to synthesize it. The reactants are: [CH:1]1([C:4]2[N:5]([CH2:10][CH2:11][NH2:12])[CH:6]=[C:7]([I:9])[N:8]=2)[CH2:3][CH2:2]1.[F:13][C:14]1[CH:15]=[C:16]([CH2:25][CH2:26][CH:27]=O)[CH:17]=[CH:18][C:19]=1[O:20][C:21]([F:24])([F:23])[F:22]. (6) Given the product [CH3:1][S:2][CH:5]1[C:10](=[O:11])[CH2:9][CH2:8][N:7]([C:12]([O:14][C:15]([CH3:18])([CH3:17])[CH3:16])=[O:13])[CH2:6]1, predict the reactants needed to synthesize it. The reactants are: [CH3:1][S-:2].[Na+].Br[CH:5]1[C:10](=[O:11])[CH2:9][CH2:8][N:7]([C:12]([O:14][C:15]([CH3:18])([CH3:17])[CH3:16])=[O:13])[CH2:6]1. (7) Given the product [N:1]1[N:2]=[C:3]([C:10]2[CH:19]=[CH:18][C:17]3[C:12](=[C:13]([O:20][C@H:21]4[CH2:26][CH2:25][N:24]([C:27]([O:29][C:30]([CH3:31])([CH3:32])[CH3:33])=[O:28])[C@H:23]([CH2:34][OH:35])[CH2:22]4)[CH:14]=[CH:15][CH:16]=3)[N:11]=2)[N:4]2[CH:9]=[CH:8][CH:7]=[CH:6][C:5]=12, predict the reactants needed to synthesize it. The reactants are: [N:1]1[N:2]=[C:3]([C:10]2[CH:19]=[CH:18][C:17]3[C:12](=[C:13]([O:20][C@H:21]4[CH2:26][CH2:25][N:24]([C:27]([O:29][C:30]([CH3:33])([CH3:32])[CH3:31])=[O:28])[C@H:23]([C:34](O)=[O:35])[CH2:22]4)[CH:14]=[CH:15][CH:16]=3)[N:11]=2)[N:4]2[CH:9]=[CH:8][CH:7]=[CH:6][C:5]=12. (8) Given the product [Br:1][C:2]1[CH:7]=[CH:6][N+:5]([O-:19])=[C:4]2[NH:8][CH:9]=[CH:10][C:3]=12, predict the reactants needed to synthesize it. The reactants are: [Br:1][C:2]1[CH:7]=[CH:6][N:5]=[C:4]2[NH:8][CH:9]=[CH:10][C:3]=12.ClC1C=CC=C(C(OO)=[O:19])C=1. (9) The reactants are: [C:1]([O:5][C:6]([N:8]1[CH2:13][CH2:12][C:11](=[O:14])[CH2:10][CH2:9]1)=[O:7])([CH3:4])([CH3:3])[CH3:2].[Br:15]C1CC(C(C)C)CCC1=O. Given the product [C:1]([O:5][C:6]([N:8]1[CH2:9][CH2:10][C:11](=[O:14])[CH:12]([Br:15])[CH2:13]1)=[O:7])([CH3:4])([CH3:2])[CH3:3], predict the reactants needed to synthesize it.